From a dataset of NCI-60 drug combinations with 297,098 pairs across 59 cell lines. Regression. Given two drug SMILES strings and cell line genomic features, predict the synergy score measuring deviation from expected non-interaction effect. (1) Drug 1: CC1=C(N=C(N=C1N)C(CC(=O)N)NCC(C(=O)N)N)C(=O)NC(C(C2=CN=CN2)OC3C(C(C(C(O3)CO)O)O)OC4C(C(C(C(O4)CO)O)OC(=O)N)O)C(=O)NC(C)C(C(C)C(=O)NC(C(C)O)C(=O)NCCC5=NC(=CS5)C6=NC(=CS6)C(=O)NCCC[S+](C)C)O. Drug 2: C1C(C(OC1N2C=NC3=C2NC=NCC3O)CO)O. Cell line: HOP-92. Synergy scores: CSS=26.8, Synergy_ZIP=3.40, Synergy_Bliss=5.62, Synergy_Loewe=-9.93, Synergy_HSA=4.13. (2) Drug 1: CC12CCC(CC1=CCC3C2CCC4(C3CC=C4C5=CN=CC=C5)C)O. Drug 2: CC1C(C(CC(O1)OC2CC(CC3=C2C(=C4C(=C3O)C(=O)C5=C(C4=O)C(=CC=C5)OC)O)(C(=O)C)O)N)O.Cl. Cell line: SF-539. Synergy scores: CSS=16.0, Synergy_ZIP=-6.90, Synergy_Bliss=-1.24, Synergy_Loewe=-10.0, Synergy_HSA=-0.500. (3) Drug 1: C1CCN(CC1)CCOC2=CC=C(C=C2)C(=O)C3=C(SC4=C3C=CC(=C4)O)C5=CC=C(C=C5)O. Drug 2: CC1=CC2C(CCC3(C2CCC3(C(=O)C)OC(=O)C)C)C4(C1=CC(=O)CC4)C. Cell line: HOP-92. Synergy scores: CSS=-17.9, Synergy_ZIP=3.29, Synergy_Bliss=-6.22, Synergy_Loewe=-17.0, Synergy_HSA=-19.0. (4) Drug 1: C1CCC(CC1)NC(=O)N(CCCl)N=O. Drug 2: CC(C)(C#N)C1=CC(=CC(=C1)CN2C=NC=N2)C(C)(C)C#N. Cell line: SF-295. Synergy scores: CSS=36.0, Synergy_ZIP=-4.76, Synergy_Bliss=-4.85, Synergy_Loewe=-2.17, Synergy_HSA=-2.43. (5) Drug 1: C1=CN(C=N1)CC(O)(P(=O)(O)O)P(=O)(O)O. Drug 2: CCC1(C2=C(COC1=O)C(=O)N3CC4=CC5=C(C=CC(=C5CN(C)C)O)N=C4C3=C2)O.Cl. Cell line: HCT116. Synergy scores: CSS=37.1, Synergy_ZIP=0.617, Synergy_Bliss=0.429, Synergy_Loewe=-31.7, Synergy_HSA=-0.371. (6) Drug 1: C1=CC(=CC=C1CCC2=CNC3=C2C(=O)NC(=N3)N)C(=O)NC(CCC(=O)O)C(=O)O. Drug 2: CC12CCC3C(C1CCC2OP(=O)(O)O)CCC4=C3C=CC(=C4)OC(=O)N(CCCl)CCCl.[Na+]. Cell line: CAKI-1. Synergy scores: CSS=21.1, Synergy_ZIP=2.57, Synergy_Bliss=4.10, Synergy_Loewe=1.73, Synergy_HSA=5.48. (7) Drug 1: CC1OCC2C(O1)C(C(C(O2)OC3C4COC(=O)C4C(C5=CC6=C(C=C35)OCO6)C7=CC(=C(C(=C7)OC)O)OC)O)O. Drug 2: COCCOC1=C(C=C2C(=C1)C(=NC=N2)NC3=CC=CC(=C3)C#C)OCCOC.Cl. Cell line: PC-3. Synergy scores: CSS=22.0, Synergy_ZIP=-3.67, Synergy_Bliss=1.04, Synergy_Loewe=-1.14, Synergy_HSA=2.58.